This data is from Catalyst prediction with 721,799 reactions and 888 catalyst types from USPTO. The task is: Predict which catalyst facilitates the given reaction. (1) Reactant: [NH2:1][C@H:2]1[CH2:6][CH2:5][CH2:4][C@@H:3]1[NH:7][C:8](=[O:14])[O:9][C:10]([CH3:13])([CH3:12])[CH3:11].C(=O)([O-])[O-].[K+].[K+].Cl[CH2:22][C:23]([O:25][CH2:26][CH3:27])=[O:24]. Product: [C:10]([O:9][C:8]([NH:7][C@H:3]1[CH2:4][CH2:5][CH2:6][C@@H:2]1[NH:1][CH2:22][C:23]([O:25][CH2:26][CH3:27])=[O:24])=[O:14])([CH3:11])([CH3:13])[CH3:12]. The catalyst class is: 10. (2) Reactant: [F:1][C:2]([F:8])([F:7])[S:3]([O-:6])(=[O:5])=[O:4].[OH:9][C@@H:10]([C@H:12]1[C:42](=[O:43])[N:14]2[C:15]([C:29]([O:31][CH2:32][C:33]3[CH:38]=[CH:37][C:36]([N+:39]([O-:41])=[O:40])=[CH:35][CH:34]=3)=[O:30])=[C:16]([C:18]3[S:22][C:21]4=[C:23]([S:27][CH3:28])[N:24]([CH3:26])[CH:25]=[N+:20]4[CH:19]=3)[CH2:17][C@H:13]12)[CH3:11].ClC1C=CC=C(C(OO)=[O:52])C=1.CO. Product: [F:1][C:2]([F:8])([F:7])[S:3]([O-:6])(=[O:5])=[O:4].[OH:9][C@@H:10]([C@H:12]1[C:42](=[O:43])[N:14]2[C:15]([C:29]([O:31][CH2:32][C:33]3[CH:34]=[CH:35][C:36]([N+:39]([O-:41])=[O:40])=[CH:37][CH:38]=3)=[O:30])=[C:16]([C:18]3[S:22][C:21]4=[C:23]([S:27]([CH3:28])=[O:52])[N:24]([CH3:26])[CH:25]=[N+:20]4[CH:19]=3)[CH2:17][C@H:13]12)[CH3:11]. The catalyst class is: 4. (3) The catalyst class is: 162. Reactant: [Na].[CH2:2]([N:6]([CH2:17][CH2:18][CH2:19][CH3:20])[C:7]1[CH:14]=[CH:13][C:10]([CH:11]=O)=[C:9]([O:15][CH3:16])[CH:8]=1)[CH2:3][CH2:4][CH3:5].[CH2:21]([C:25]1[C:26](=[O:34])[CH2:27][C:28]([CH3:33])([CH3:32])[CH2:29][C:30]=1[CH3:31])[CH2:22][CH2:23][CH3:24].C([O-])(=O)C.[NH4+]. Product: [CH2:2]([N:6]([CH2:17][CH2:18][CH2:19][CH3:20])[C:7]1[CH:14]=[CH:13][C:10]([CH:11]=[CH:31][C:30]2[CH2:29][C:28]([CH3:32])([CH3:33])[CH2:27][C:26](=[O:34])[C:25]=2[CH2:21][CH2:22][CH2:23][CH3:24])=[C:9]([O:15][CH3:16])[CH:8]=1)[CH2:3][CH2:4][CH3:5]. (4) Reactant: C([N:8]1[CH2:13][CH2:12][C@@H:11]([NH:14][C@H:15]([C:17]2[CH:22]=[CH:21][CH:20]=[CH:19][CH:18]=2)[CH3:16])[C@H:10]([CH2:23][CH3:24])[CH2:9]1)C1C=CC=CC=1.ClC(OC(Cl)C)=O. Product: [CH2:23]([C@H:10]1[C@H:11]([NH:14][C@H:15]([C:17]2[CH:18]=[CH:19][CH:20]=[CH:21][CH:22]=2)[CH3:16])[CH2:12][CH2:13][NH:8][CH2:9]1)[CH3:24]. The catalyst class is: 26. (5) Reactant: CS(O)(=O)=O.[NH2:6][CH2:7][C:8]1[CH:9]=[C:10]2[C:14](=[CH:15][CH:16]=1)[C:13](=[O:17])[N:12]([CH:18]1[CH2:23][CH2:22][C:21](=[O:24])[NH:20][C:19]1=[O:25])[CH2:11]2.CN(C(ON1N=NC2C=CC=NC1=2)=[N+](C)C)C.F[P-](F)(F)(F)(F)F.[F:50][C:51]([F:63])([C:55]1[CH:60]=[CH:59][C:58]([O:61][CH3:62])=[CH:57][CH:56]=1)[C:52](O)=[O:53].C(N(C(C)C)C(C)C)C. Product: [O:25]=[C:19]1[CH:18]([N:12]2[CH2:11][C:10]3[C:14](=[CH:15][CH:16]=[C:8]([CH2:7][NH:6][C:52](=[O:53])[C:51]([F:63])([F:50])[C:55]4[CH:56]=[CH:57][C:58]([O:61][CH3:62])=[CH:59][CH:60]=4)[CH:9]=3)[C:13]2=[O:17])[CH2:23][CH2:22][C:21](=[O:24])[NH:20]1. The catalyst class is: 18. (6) Reactant: C([O:3][C:4]([C:6]1[C:7]([NH:14][CH:15]2[CH2:19][CH2:18][CH2:17][CH2:16]2)=[N:8][C:9]([S:12][CH3:13])=[N:10][CH:11]=1)=O)C.[H-].[H-].[H-].[H-].[Li+].[Al+3].O.[OH-].[Na+]. Product: [CH:15]1([NH:14][C:7]2[C:6]([CH2:4][OH:3])=[CH:11][N:10]=[C:9]([S:12][CH3:13])[N:8]=2)[CH2:16][CH2:17][CH2:18][CH2:19]1. The catalyst class is: 1. (7) Reactant: Br[C:2]1[CH:7]=[C:6]([O:8][C:9]([F:12])([F:11])[F:10])[CH:5]=[C:4]([Br:13])[CH:3]=1.C([Sn](CCCC)(CCCC)[C:19]([O:21]CC)=[CH2:20])CCC. Product: [Br:13][C:4]1[CH:3]=[C:2]([C:19](=[O:21])[CH3:20])[CH:7]=[C:6]([O:8][C:9]([F:12])([F:11])[F:10])[CH:5]=1. The catalyst class is: 747. (8) Reactant: CCN(CC)CC.[C:8]([O:12][C:13](=[O:29])[N:14]=[C:15]([NH:21][C:22]([O:24][C:25]([CH3:28])([CH3:27])[CH3:26])=[O:23])N1C=CC=N1)([CH3:11])([CH3:10])[CH3:9].[NH2:30][CH2:31][C:32]1([C:35]2[O:39][C:38]([CH:40]3[CH2:46][CH2:45][C@@H:44]4[CH2:47][N:41]3[C:42](=[O:56])[N:43]4[O:48][CH2:49][C:50]3[CH:55]=[CH:54][CH:53]=[CH:52][CH:51]=3)=[N:37][N:36]=2)[CH2:34][CH2:33]1. Product: [C:25]([O:24][C:22]([N:21]=[C:15]([NH:14][C:13]([O:12][C:8]([CH3:11])([CH3:10])[CH3:9])=[O:29])[NH:30][CH2:31][C:32]1([C:35]2[O:39][C:38]([CH:40]3[CH2:46][CH2:45][C@@H:44]4[CH2:47][N:41]3[C:42](=[O:56])[N:43]4[O:48][CH2:49][C:50]3[CH:55]=[CH:54][CH:53]=[CH:52][CH:51]=3)=[N:37][N:36]=2)[CH2:33][CH2:34]1)=[O:23])([CH3:28])([CH3:27])[CH3:26]. The catalyst class is: 5.